Dataset: Forward reaction prediction with 1.9M reactions from USPTO patents (1976-2016). Task: Predict the product of the given reaction. (1) Given the reactants C([N:4]1[C:12]2[C:7](=[CH:8][CH:9]=[C:10]([C:13]([O:15][CH3:16])=[O:14])[CH:11]=2)[C:6](=[C:17](OCC)[C:18]2[CH:23]=[CH:22][CH:21]=[CH:20][CH:19]=2)[C:5]1=[O:27])(=O)C.[CH3:28][N:29]1[CH2:34][CH2:33][N:32]([CH2:35][C:36]([N:38]([CH3:46])[C:39]2[CH:44]=[CH:43][C:42]([NH2:45])=[CH:41][CH:40]=2)=[O:37])[CH2:31][CH2:30]1.N1CCCCC1.O, predict the reaction product. The product is: [CH3:46][N:38]([C:39]1[CH:44]=[CH:43][C:42]([NH:45]/[C:17](/[C:18]2[CH:23]=[CH:22][CH:21]=[CH:20][CH:19]=2)=[C:6]2\[C:5](=[O:27])[NH:4][C:12]3[C:7]\2=[CH:8][CH:9]=[C:10]([C:13]([O:15][CH3:16])=[O:14])[CH:11]=3)=[CH:41][CH:40]=1)[C:36](=[O:37])[CH2:35][N:32]1[CH2:33][CH2:34][N:29]([CH3:28])[CH2:30][CH2:31]1. (2) The product is: [Cl:1][C:2]1[C:23]([Cl:24])=[CH:22][C:5]2[O:6][C@@H:7]([CH2:10][N:29]3[C:25](=[O:35])[C:26]4[C:27](=[CH:31][CH:32]=[CH:33][CH:34]=4)[C:28]3=[O:30])[CH2:8][O:9][C:4]=2[CH:3]=1. Given the reactants [Cl:1][C:2]1[C:23]([Cl:24])=[CH:22][C:5]2[O:6][C@H:7]([CH2:10]OS(C3C=CC(C)=CC=3)(=O)=O)[CH2:8][O:9][C:4]=2[CH:3]=1.[C:25]1(=[O:35])[NH:29][C:28](=[O:30])[C:27]2=[CH:31][CH:32]=[CH:33][CH:34]=[C:26]12.[K].O, predict the reaction product. (3) Given the reactants [F:1][C:2]1[C:10]([CH3:11])=[CH:9][CH:8]=[C:7](I)[C:3]=1[C:4]([OH:6])=[O:5].[NH:13]1[CH:17]=[CH:16][N:15]=[N:14]1.C([O-])([O-])=O.[Cs+].[Cs+].CN(C=O)C, predict the reaction product. The product is: [F:1][C:2]1[C:10]([CH3:11])=[CH:9][CH:8]=[C:7]([N:14]2[N:15]=[CH:16][CH:17]=[N:13]2)[C:3]=1[C:4]([OH:6])=[O:5]. (4) Given the reactants Cl.Cl.[CH3:3][S:4][C:5]1[CH:10]=[CH:9][C:8]([N:11]([CH:31]2[CH2:36][CH2:35][NH:34][CH2:33][CH2:32]2)[CH2:12][C:13]2[CH:14]=[C:15]([C:19]3[CH:24]=[C:23]([O:25][CH3:26])[C:22]([O:27][CH3:28])=[C:21]([O:29][CH3:30])[CH:20]=3)[CH:16]=[N:17][CH:18]=2)=[CH:7][CH:6]=1.Cl[CH2:38][C:39]1[CH:44]=[CH:43][N:42]=[C:41]([C:45]2[CH:50]=[CH:49][CH:48]=[C:47]([O:51][CH3:52])[CH:46]=2)[CH:40]=1, predict the reaction product. The product is: [CH3:3][S:4][C:5]1[CH:6]=[CH:7][C:8]([N:11]([CH:31]2[CH2:36][CH2:35][N:34]([CH2:38][C:39]3[CH:44]=[CH:43][N:42]=[C:41]([C:45]4[CH:50]=[CH:49][CH:48]=[C:47]([O:51][CH3:52])[CH:46]=4)[CH:40]=3)[CH2:33][CH2:32]2)[CH2:12][C:13]2[CH:14]=[C:15]([C:19]3[CH:24]=[C:23]([O:25][CH3:26])[C:22]([O:27][CH3:28])=[C:21]([O:29][CH3:30])[CH:20]=3)[CH:16]=[N:17][CH:18]=2)=[CH:9][CH:10]=1. (5) Given the reactants [F:1][C:2]1[CH:10]=[CH:9][CH:8]=[CH:7][C:3]=1[CH2:4][CH2:5][OH:6].[CH3:11][S:12](Cl)(=[O:14])=[O:13], predict the reaction product. The product is: [CH3:11][S:12]([O:6][CH2:5][CH2:4][C:3]1[CH:7]=[CH:8][CH:9]=[CH:10][C:2]=1[F:1])(=[O:14])=[O:13]. (6) The product is: [O:17]=[C:18]1[NH:22][C:21]2([CH2:30][C:29]3[N:28]([CH2:31][O:32][CH2:33][CH2:34][Si:35]([CH3:36])([CH3:37])[CH3:38])[N:27]=[C:26]([C:39]([OH:41])=[O:40])[C:25]=3[CH2:24][CH2:23]2)[CH2:20][CH2:19]1. Given the reactants FC1(F)C2(C)C1CC1C(C(O)=O)=NNC=1C2.[O:17]=[C:18]1[NH:22][C:21]2([CH2:30][C:29]3[N:28]([CH2:31][O:32][CH2:33][CH2:34][Si:35]([CH3:38])([CH3:37])[CH3:36])[N:27]=[C:26]([C:39]([O:41]CC)=[O:40])[C:25]=3[CH2:24][CH2:23]2)[CH2:20][CH2:19]1, predict the reaction product. (7) Given the reactants [CH3:1][C:2]1[CH:7]=[C:6]([N:8]2[CH2:12][CH2:11][CH:10]([CH2:13][N:14]3[CH2:18][CH2:17][CH2:16][CH:15]3[CH3:19])[CH2:9]2)[CH:5]=[CH:4][C:3]=1[NH2:20].[OH:21][CH2:22][C:23]1[CH:31]=[CH:30][C:26]([C:27](O)=[O:28])=[CH:25][CH:24]=1, predict the reaction product. The product is: [OH:28][CH2:27][C:26]1[CH:30]=[CH:31][C:23]([C:22]([NH:20][C:3]2[CH:4]=[CH:5][C:6]([N:8]3[CH2:12][CH2:11][CH:10]([CH2:13][N:14]4[CH2:18][CH2:17][CH2:16][CH:15]4[CH3:19])[CH2:9]3)=[CH:7][C:2]=2[CH3:1])=[O:21])=[CH:24][CH:25]=1. (8) Given the reactants C(Cl)(=O)C(Cl)=O.CS(C)=O.[CH2:11]([O:13][C:14]([C@@H:16]1[CH2:20][C@@H:19]([OH:21])[CH2:18][N:17]1[CH2:22][C:23]1[CH:28]=[CH:27][CH:26]=[CH:25][CH:24]=1)=[O:15])[CH3:12].C(N(CC)CC)C, predict the reaction product. The product is: [CH2:11]([O:13][C:14]([C@@H:16]1[CH2:20][C:19](=[O:21])[CH2:18][N:17]1[CH2:22][C:23]1[CH:28]=[CH:27][CH:26]=[CH:25][CH:24]=1)=[O:15])[CH3:12].